This data is from Forward reaction prediction with 1.9M reactions from USPTO patents (1976-2016). The task is: Predict the product of the given reaction. (1) Given the reactants Cl[CH2:2][C:3]1[C:4]([S:10][CH:11]([CH3:13])[CH3:12])=[N:5][CH:6]=[C:7]([CH3:9])[CH:8]=1.[CH2:14]([O:16][C:17](=[O:28])[CH:18]([CH3:27])[CH2:19][C:20]1[CH:25]=[CH:24][C:23]([OH:26])=[CH:22][CH:21]=1)[CH3:15], predict the reaction product. The product is: [CH2:14]([O:16][C:17](=[O:28])[CH:18]([CH3:27])[CH2:19][C:20]1[CH:21]=[CH:22][C:23]([O:26][CH2:2][C:3]2[C:4]([S:10][CH:11]([CH3:13])[CH3:12])=[N:5][CH:6]=[C:7]([CH3:9])[CH:8]=2)=[CH:24][CH:25]=1)[CH3:15]. (2) Given the reactants [Cl:1][C:2]1[CH:7]=[CH:6][C:5]([CH2:8][C@@H:9]([NH:27]C(OC(C)(C)C)=O)[C:10]([N:12]2[CH2:17][CH2:16][N:15]([C:18]3[CH:23]=[CH:22][CH:21]=[CH:20][C:19]=3[N+:24]([O-:26])=[O:25])[CH2:14][CH2:13]2)=[O:11])=[CH:4][CH:3]=1.Cl.[CH2:36]1[C:45]2[C:40](=[CH:41][CH:42]=[CH:43][CH:44]=2)[CH2:39][N:38]([C:46]([O:48][CH2:49][CH:50]2[C:62]3[C:57](=[CH:58][CH:59]=[CH:60][CH:61]=3)[C:56]3[C:51]2=[CH:52][CH:53]=[CH:54][CH:55]=3)=[O:47])[C@H:37]1[C:63]([OH:65])=O.CCN=C=NCCCN(C)C.CI.C1C=NC2N(O)N=NC=2C=1, predict the reaction product. The product is: [Cl:1][C:2]1[CH:7]=[CH:6][C:5]([CH2:8][C@@H:9]([NH:27][C:63]([C@H:37]2[CH2:36][C:45]3[C:40](=[CH:41][CH:42]=[CH:43][CH:44]=3)[CH2:39][N:38]2[C:46]([O:48][CH2:49][CH:50]2[C:62]3[CH:61]=[CH:60][CH:59]=[CH:58][C:57]=3[C:56]3[C:51]2=[CH:52][CH:53]=[CH:54][CH:55]=3)=[O:47])=[O:65])[C:10]([N:12]2[CH2:13][CH2:14][N:15]([C:18]3[CH:23]=[CH:22][CH:21]=[CH:20][C:19]=3[N+:24]([O-:26])=[O:25])[CH2:16][CH2:17]2)=[O:11])=[CH:4][CH:3]=1. (3) Given the reactants [F:1][C:2]1[C:8]([O:9][CH3:10])=[CH:7][C:6]([O:11][CH3:12])=[C:5]([F:13])[C:3]=1N.N([O-])=O.[Na+].[I-:18].[K+], predict the reaction product. The product is: [F:1][C:2]1[C:3]([I:18])=[C:5]([F:13])[C:6]([O:11][CH3:12])=[CH:7][C:8]=1[O:9][CH3:10].